From a dataset of NCI-60 drug combinations with 297,098 pairs across 59 cell lines. Regression. Given two drug SMILES strings and cell line genomic features, predict the synergy score measuring deviation from expected non-interaction effect. (1) Synergy scores: CSS=2.22, Synergy_ZIP=0.0296, Synergy_Bliss=-2.36, Synergy_Loewe=-0.307, Synergy_HSA=-2.62. Drug 1: C1=CN(C=N1)CC(O)(P(=O)(O)O)P(=O)(O)O. Drug 2: COC1=C2C(=CC3=C1OC=C3)C=CC(=O)O2. Cell line: SF-295. (2) Drug 1: C1CC(=O)NC(=O)C1N2CC3=C(C2=O)C=CC=C3N. Drug 2: B(C(CC(C)C)NC(=O)C(CC1=CC=CC=C1)NC(=O)C2=NC=CN=C2)(O)O. Cell line: NCI-H460. Synergy scores: CSS=5.48, Synergy_ZIP=-3.07, Synergy_Bliss=-3.31, Synergy_Loewe=-2.50, Synergy_HSA=-1.22. (3) Drug 1: C1=CC(=C2C(=C1NCCNCCO)C(=O)C3=C(C=CC(=C3C2=O)O)O)NCCNCCO. Drug 2: CN(C)N=NC1=C(NC=N1)C(=O)N. Cell line: HT29. Synergy scores: CSS=45.6, Synergy_ZIP=-1.71, Synergy_Bliss=-5.14, Synergy_Loewe=-33.4, Synergy_HSA=-4.27. (4) Cell line: OVCAR-5. Synergy scores: CSS=9.23, Synergy_ZIP=-2.95, Synergy_Bliss=-2.40, Synergy_Loewe=-2.61, Synergy_HSA=-1.87. Drug 2: C1CC(C1)(C(=O)O)C(=O)O.[NH2-].[NH2-].[Pt+2]. Drug 1: C1=NC2=C(N=C(N=C2N1C3C(C(C(O3)CO)O)O)F)N. (5) Synergy scores: CSS=51.8, Synergy_ZIP=-2.71, Synergy_Bliss=-3.87, Synergy_Loewe=-6.81, Synergy_HSA=-1.13. Drug 1: C1=NC(=NC(=O)N1C2C(C(C(O2)CO)O)O)N. Cell line: LOX IMVI. Drug 2: CC1CCCC2(C(O2)CC(NC(=O)CC(C(C(=O)C(C1O)C)(C)C)O)C(=CC3=CSC(=N3)C)C)C. (6) Drug 1: CCC1(CC2CC(C3=C(CCN(C2)C1)C4=CC=CC=C4N3)(C5=C(C=C6C(=C5)C78CCN9C7C(C=CC9)(C(C(C8N6C)(C(=O)OC)O)OC(=O)C)CC)OC)C(=O)OC)O.OS(=O)(=O)O. Drug 2: CN1C2=C(C=C(C=C2)N(CCCl)CCCl)N=C1CCCC(=O)O.Cl. Cell line: M14. Synergy scores: CSS=2.12, Synergy_ZIP=6.70, Synergy_Bliss=3.56, Synergy_Loewe=-0.747, Synergy_HSA=0.868. (7) Drug 1: C1CNP(=O)(OC1)N(CCCl)CCCl. Drug 2: CC1CCC2CC(C(=CC=CC=CC(CC(C(=O)C(C(C(=CC(C(=O)CC(OC(=O)C3CCCCN3C(=O)C(=O)C1(O2)O)C(C)CC4CCC(C(C4)OC)OP(=O)(C)C)C)C)O)OC)C)C)C)OC. Cell line: T-47D. Synergy scores: CSS=13.7, Synergy_ZIP=0.492, Synergy_Bliss=3.16, Synergy_Loewe=-19.6, Synergy_HSA=1.17.